From a dataset of Reaction yield outcomes from USPTO patents with 853,638 reactions. Predict the reaction yield, written as a fraction of the theoretical maximum amount of product (1.0 means a 100% yield; for example, 0.34 means a 34% yield). (1) The reactants are [Cl:1][C:2]1[CH:10]=[C:9]([N+:11]([O-:13])=[O:12])[CH:8]=[CH:7][C:3]=1[C:4](Cl)=[O:5].[C:14]([C:18]1[CH:23]=[CH:22][C:21]([O:24][CH3:25])=[CH:20][CH:19]=1)([CH3:17])([CH3:16])[CH3:15]. No catalyst specified. The product is [C:14]([C:18]1[CH:23]=[CH:22][C:21]([O:24][CH3:25])=[C:20]([CH:19]=1)[C:4]([C:3]1[CH:7]=[CH:8][C:9]([N+:11]([O-:13])=[O:12])=[CH:10][C:2]=1[Cl:1])=[O:5])([CH3:17])([CH3:15])[CH3:16]. The yield is 0.559. (2) The reactants are Cl[C:2]1[CH:3]=[CH:4][C:5]2[N:6]([C:8]([N+:11]([O-:13])=[O:12])=[CH:9][N:10]=2)[N:7]=1.[F:14][C:15]1[CH:20]=[CH:19][C:18]([F:21])=[CH:17][C:16]=1[C@H:22]1[CH2:26][CH2:25][CH2:24][NH:23]1.C(O)CCC. The catalyst is CCOC(C)=O. The product is [F:14][C:15]1[CH:20]=[CH:19][C:18]([F:21])=[CH:17][C:16]=1[C@H:22]1[CH2:26][CH2:25][CH2:24][N:23]1[C:2]1[CH:3]=[CH:4][C:5]2[N:6]([C:8]([N+:11]([O-:13])=[O:12])=[CH:9][N:10]=2)[N:7]=1. The yield is 0.750. (3) The yield is 0.350. The product is [Cl:16][C:17]1[CH:22]=[CH:21][CH:20]=[CH:19][C:18]=1[C:2]1[C:3]([C:9]2[CH:14]=[CH:13][C:12]([Cl:15])=[CH:11][CH:10]=2)=[CH:4][C:5]([F:8])=[N:6][CH:7]=1. The catalyst is C1C=CC(/C=C/C(/C=C/C2C=CC=CC=2)=O)=CC=1.C1C=CC(/C=C/C(/C=C/C2C=CC=CC=2)=O)=CC=1.C1C=CC(/C=C/C(/C=C/C2C=CC=CC=2)=O)=CC=1.[Pd].[Pd]. The reactants are Cl[C:2]1[C:3]([C:9]2[CH:14]=[CH:13][C:12]([Cl:15])=[CH:11][CH:10]=2)=[CH:4][C:5]([F:8])=[N:6][CH:7]=1.[Cl:16][C:17]1[CH:22]=[CH:21][CH:20]=[CH:19][C:18]=1B(O)O.[O-]P([O-])([O-])=O.[K+].[K+].[K+].COC1C=CC=C(OC)C=1C1C=CC=CC=1P(C1CCCCC1)C1CCCCC1. (4) The reactants are [C:1]1(CNCCCCNC[C:1]2[C:14]3[C:5](=[N:6][C:7]4[C:12]([CH:13]=3)=[CH:11][CH:10]=[CH:9][CH:8]=4)[CH:4]=[CH:3][CH:2]=2)[C:14]2[C:5](=[N:6][C:7]3[C:12]([CH:13]=2)=[CH:11][CH:10]=[CH:9][CH:8]=3)[CH:4]=[CH:3][CH:2]=1.C(=O)([O-])[O-].[K+].[K+]. The catalyst is CC#N. The product is [CH:1]1[C:14]2[C:5](=[N:6][C:7]3[C:12]([CH:13]=2)=[CH:11][CH:10]=[CH:9][CH:8]=3)[CH:4]=[CH:3][CH:2]=1. The yield is 0.800. (5) The reactants are [OH:1]/[N:2]=[C:3](\Cl)/[C:4]1[CH:15]=[CH:14][C:7]2[B:8]([OH:13])[O:9][C:10]([CH3:12])([CH3:11])[C:6]=2[CH:5]=1.[Br:17][C:18]1[CH:23]=[C:22]([C:24]([C:26]([F:29])([F:28])[F:27])=[CH2:25])[CH:21]=[C:20]([Br:30])[CH:19]=1. The catalyst is CN(C=O)C. The product is [Br:17][C:18]1[CH:23]=[C:22]([C:24]2([C:26]([F:29])([F:27])[F:28])[O:1][N:2]=[C:3]([C:4]3[CH:15]=[CH:14][C:7]4[B:8]([OH:13])[O:9][C:10]([CH3:12])([CH3:11])[C:6]=4[CH:5]=3)[CH2:25]2)[CH:21]=[C:20]([Br:30])[CH:19]=1. The yield is 0.320. (6) The reactants are [NH2:1][C:2]1[CH:11]=[CH:10][CH:9]=[C:8]2[C:3]=1[CH:4]=[CH:5][CH:6]=[N:7]2.C(N(CC)CC)C.[Br:19][CH2:20][CH2:21][CH2:22][CH2:23][CH2:24][C:25](Cl)=[O:26].O. The catalyst is ClCCl. The product is [Br:19][CH2:20][CH2:21][CH2:22][CH2:23][CH2:24][C:25]([NH:1][C:2]1[CH:11]=[CH:10][CH:9]=[C:8]2[C:3]=1[CH:4]=[CH:5][CH:6]=[N:7]2)=[O:26]. The yield is 0.650. (7) The reactants are [Cl:1][C:2]1[N:7]=[C:6]([C:8]([OH:10])=O)[CH:5]=[N:4][CH:3]=1.[CH3:11][NH:12][CH3:13].CN(C(ON1N=NC2C=CC=NC1=2)=[N+](C)C)C.F[P-](F)(F)(F)(F)F.CCN(C(C)C)C(C)C. The catalyst is CN(C=O)C. The product is [Cl:1][C:2]1[N:7]=[C:6]([C:8]([N:12]([CH3:13])[CH3:11])=[O:10])[CH:5]=[N:4][CH:3]=1. The yield is 0.500.